From a dataset of NCI-60 drug combinations with 297,098 pairs across 59 cell lines. Regression. Given two drug SMILES strings and cell line genomic features, predict the synergy score measuring deviation from expected non-interaction effect. (1) Drug 1: C1CN1P(=S)(N2CC2)N3CC3. Drug 2: CC=C1C(=O)NC(C(=O)OC2CC(=O)NC(C(=O)NC(CSSCCC=C2)C(=O)N1)C(C)C)C(C)C. Cell line: NCI-H522. Synergy scores: CSS=32.7, Synergy_ZIP=-0.504, Synergy_Bliss=2.23, Synergy_Loewe=-0.0111, Synergy_HSA=3.76. (2) Drug 1: CCN(CC)CCCC(C)NC1=C2C=C(C=CC2=NC3=C1C=CC(=C3)Cl)OC. Drug 2: CC(C)CN1C=NC2=C1C3=CC=CC=C3N=C2N. Cell line: EKVX. Synergy scores: CSS=19.7, Synergy_ZIP=-8.92, Synergy_Bliss=-4.36, Synergy_Loewe=-5.60, Synergy_HSA=-5.30. (3) Drug 2: C1CN(P(=O)(OC1)NCCCl)CCCl. Drug 1: C1C(C(OC1N2C=NC3=C(N=C(N=C32)Cl)N)CO)O. Cell line: OVCAR-5. Synergy scores: CSS=18.4, Synergy_ZIP=-10.2, Synergy_Bliss=-2.82, Synergy_Loewe=-33.3, Synergy_HSA=-2.42. (4) Drug 1: CC1=C(C(CCC1)(C)C)C=CC(=CC=CC(=CC(=O)O)C)C. Drug 2: CN1C2=C(C=C(C=C2)N(CCCl)CCCl)N=C1CCCC(=O)O.Cl. Cell line: A549. Synergy scores: CSS=5.68, Synergy_ZIP=-3.19, Synergy_Bliss=-1.12, Synergy_Loewe=-10.9, Synergy_HSA=-2.79. (5) Drug 1: CN(C)C1=NC(=NC(=N1)N(C)C)N(C)C. Drug 2: C1CN(CCN1C(=O)CCBr)C(=O)CCBr. Cell line: HCC-2998. Synergy scores: CSS=1.98, Synergy_ZIP=-1.78, Synergy_Bliss=0.534, Synergy_Loewe=-17.1, Synergy_HSA=-5.94. (6) Drug 1: CC1=C(C(=CC=C1)Cl)NC(=O)C2=CN=C(S2)NC3=CC(=NC(=N3)C)N4CCN(CC4)CCO. Drug 2: C1=CC=C(C(=C1)C(C2=CC=C(C=C2)Cl)C(Cl)Cl)Cl. Cell line: HCT116. Synergy scores: CSS=-2.12, Synergy_ZIP=-1.69, Synergy_Bliss=-3.53, Synergy_Loewe=-11.0, Synergy_HSA=-4.84.